This data is from Full USPTO retrosynthesis dataset with 1.9M reactions from patents (1976-2016). The task is: Predict the reactants needed to synthesize the given product. (1) Given the product [N+:9]([C:6]1[N:2]([CH3:1])[C:3]([C:7]#[N:8])=[CH:4][CH:5]=1)([O-:11])=[O:10], predict the reactants needed to synthesize it. The reactants are: [CH3:1][N:2]1[CH:6]=[CH:5][CH:4]=[C:3]1[C:7]#[N:8].[N+:9]([O-])([OH:11])=[O:10]. (2) Given the product [NH2:43][C:44]1([C:47]2[O:33][C:32]([CH2:31][C@@H:12]3[CH2:13][CH2:14][C:15]4[C:20](=[CH:19][CH:18]=[C:17]([C:21]([OH:30])([C:26]([F:28])([F:27])[F:29])[C:22]([F:23])([F:25])[F:24])[CH:16]=4)[N:11]3[S:8]([C:5]3[CH:6]=[CH:7][C:2]([F:1])=[CH:3][CH:4]=3)(=[O:9])=[O:10])=[N:34][N:35]=2)[CH2:46][CH2:45]1, predict the reactants needed to synthesize it. The reactants are: [F:1][C:2]1[CH:7]=[CH:6][C:5]([S:8]([N:11]2[C:20]3[C:15](=[CH:16][C:17]([C:21]([OH:30])([C:26]([F:29])([F:28])[F:27])[C:22]([F:25])([F:24])[F:23])=[CH:18][CH:19]=3)[CH2:14][CH2:13][C@H:12]2[CH2:31][C:32]([NH:34][NH2:35])=[O:33])(=[O:10])=[O:9])=[CH:4][CH:3]=1.C(OC([NH:43][C:44]1([C:47](O)=O)[CH2:46][CH2:45]1)=O)(C)(C)C.CC1C=CC(S(O)(=O)=O)=CC=1. (3) Given the product [CH2:6]([N:13]([C:35]([O:37][CH2:38][C:39]1[CH:44]=[CH:43][CH:42]=[CH:41][CH:40]=1)=[O:36])[C@H:14]1[CH2:19][CH2:18][N:17]([C:20]([O:22][C:23]([CH3:24])([CH3:25])[CH3:26])=[O:21])[CH2:16][C@H:15]1[O:27][CH3:28])[C:7]1[CH:8]=[CH:9][CH:10]=[CH:11][CH:12]=1, predict the reactants needed to synthesize it. The reactants are: C1COCC1.[CH2:6]([NH:13][C@H:14]1[CH2:19][CH2:18][N:17]([C:20]([O:22][C:23]([CH3:26])([CH3:25])[CH3:24])=[O:21])[CH2:16][C@H:15]1[O:27][CH3:28])[C:7]1[CH:12]=[CH:11][CH:10]=[CH:9][CH:8]=1.C(=O)(O)[O-].[Na+].Cl[C:35]([O:37][CH2:38][C:39]1[CH:44]=[CH:43][CH:42]=[CH:41][CH:40]=1)=[O:36].